From a dataset of Reaction yield outcomes from USPTO patents with 853,638 reactions. Predict the reaction yield, written as a fraction of the theoretical maximum amount of product (1.0 means a 100% yield; for example, 0.34 means a 34% yield). (1) The reactants are Br[CH2:2][C:3]1[CH:8]=[CH:7][C:6]([NH:9][C:10]2[CH:19]=[C:18]([Cl:20])[CH:17]=[CH:16][C:11]=2[C:12]([O:14][CH3:15])=[O:13])=[C:5]([N+:21]([O-:23])=[O:22])[CH:4]=1.[NH:24]1[CH2:29][CH2:28][O:27][CH2:26][CH2:25]1. The catalyst is C1(C)C=CC=CC=1. The product is [Cl:20][C:18]1[CH:17]=[CH:16][C:11]([C:12]([O:14][CH3:15])=[O:13])=[C:10]([NH:9][C:6]2[CH:7]=[CH:8][C:3]([CH2:2][N:24]3[CH2:29][CH2:28][O:27][CH2:26][CH2:25]3)=[CH:4][C:5]=2[N+:21]([O-:23])=[O:22])[CH:19]=1. The yield is 0.940. (2) The reactants are [CH3:1][NH:2][CH2:3][C:4]1[C:13]2[C:8](=[CH:9][CH:10]=[CH:11][CH:12]=2)[C:7]([CH3:14])=[CH:6][CH:5]=1.CNCC1C=CC2C(=CC=CC=2)C=1CCC.Cl.[O:32]=[C:33]1[NH:42][C:41]2[N:40]=[CH:39][C:38](/[CH:43]=[CH:44]/[C:45](O)=[O:46])=[CH:37][C:36]=2[CH2:35][CH2:34]1.Cl.CN1CC2C=C(/C=C/C(O)=O)C=NC=2NC(=O)C1. No catalyst specified. The product is [CH3:1][N:2]([CH2:3][C:4]1[C:13]2[C:8](=[CH:9][CH:10]=[CH:11][CH:12]=2)[C:7]([CH3:14])=[CH:6][CH:5]=1)[C:45](=[O:46])/[CH:44]=[CH:43]/[C:38]1[CH:39]=[N:40][C:41]2[NH:42][C:33](=[O:32])[CH2:34][CH2:35][C:36]=2[CH:37]=1. The yield is 0.760. (3) The reactants are CCN(C(C)C)C(C)C.[Br:10][C:11]1[CH:12]=[C:13]([CH:16]=[CH:17][CH:18]=1)[CH2:14]Br.[CH3:19][NH:20][CH2:21][CH2:22][C:23]#[N:24]. The catalyst is CN(C=O)C. The product is [Br:10][C:11]1[CH:12]=[C:13]([CH:16]=[CH:17][CH:18]=1)[CH2:14][N:20]([CH3:19])[CH2:21][CH2:22][C:23]#[N:24]. The yield is 0.880. (4) The reactants are Br[C:2]1[N:3]=[C:4]2[C:10]([CH:11]=[O:12])=[CH:9][N:8]([CH2:13][O:14][CH2:15][CH2:16][Si:17]([CH3:20])([CH3:19])[CH3:18])[C:5]2=[N:6][CH:7]=1.[CH3:21][O:22][C:23]1[CH:24]=[C:25]2[C:29](=[CH:30][CH:31]=1)[N:28]([CH3:32])[N:27]=[C:26]2[Sn](CCCC)(CCCC)CCCC. The catalyst is CN(C=O)C.C1C=CC([P]([Pd]([P](C2C=CC=CC=2)(C2C=CC=CC=2)C2C=CC=CC=2)([P](C2C=CC=CC=2)(C2C=CC=CC=2)C2C=CC=CC=2)[P](C2C=CC=CC=2)(C2C=CC=CC=2)C2C=CC=CC=2)(C2C=CC=CC=2)C2C=CC=CC=2)=CC=1.[Cu]I. The product is [CH3:21][O:22][C:23]1[CH:24]=[C:25]2[C:29](=[CH:30][CH:31]=1)[N:28]([CH3:32])[N:27]=[C:26]2[C:2]1[N:3]=[C:4]2[C:10]([CH:11]=[O:12])=[CH:9][N:8]([CH2:13][O:14][CH2:15][CH2:16][Si:17]([CH3:20])([CH3:19])[CH3:18])[C:5]2=[N:6][CH:7]=1. The yield is 0.822. (5) The reactants are [C:1]([C:5]([O:7]CC)=O)([F:4])([F:3])[F:2].O.[NH2:11][CH2:12][CH2:13][CH2:14][N:15]([CH3:32])[CH2:16][CH2:17][CH2:18][NH:19][C:20]1[N:21]=[N+:22]([O-:31])[C:23]2[CH:29]=[CH:28][C:27](C)=[CH:26][C:24]=2[N:25]=1.[CH3:33]C#N. No catalyst specified. The product is [F:4][C:1]([F:2])([F:3])[C:5]([NH:11][CH2:12][CH2:13][CH2:14][N:15]([CH3:32])[CH2:16][CH2:17][CH2:18][NH:19][C:20]1[N:21]=[N+:22]([O-:31])[C:23]2[CH:29]=[C:28]([CH3:33])[CH:27]=[CH:26][C:24]=2[N:25]=1)=[O:7]. The yield is 0.920.